From a dataset of Peptide-MHC class I binding affinity with 185,985 pairs from IEDB/IMGT. Regression. Given a peptide amino acid sequence and an MHC pseudo amino acid sequence, predict their binding affinity value. This is MHC class I binding data. (1) The peptide sequence is SLREISNIV. The MHC is HLA-B08:01 with pseudo-sequence HLA-B08:01. The binding affinity (normalized) is 0.785. (2) The peptide sequence is KSVGVERTM. The MHC is HLA-B51:01 with pseudo-sequence HLA-B51:01. The binding affinity (normalized) is 0.0847. (3) The binding affinity (normalized) is 0.0847. The MHC is HLA-B15:09 with pseudo-sequence HLA-B15:09. The peptide sequence is GTEEIKSLY. (4) The peptide sequence is IPRLLRTFL. The MHC is HLA-A31:01 with pseudo-sequence HLA-A31:01. The binding affinity (normalized) is 0.0847. (5) The peptide sequence is AERGPGQMLG. The MHC is HLA-A02:06 with pseudo-sequence HLA-A02:06. The binding affinity (normalized) is 0.449. (6) The peptide sequence is STDNLWLTR. The MHC is HLA-A03:01 with pseudo-sequence HLA-A03:01. The binding affinity (normalized) is 0.0847. (7) The peptide sequence is GELESAIGL. The MHC is HLA-B15:01 with pseudo-sequence HLA-B15:01. The binding affinity (normalized) is 0.0847. (8) The peptide sequence is NRDVSFQDL. The MHC is HLA-B44:02 with pseudo-sequence HLA-B44:02. The binding affinity (normalized) is 0.0847. (9) The peptide sequence is EELSLMYEAL. The MHC is HLA-B40:02 with pseudo-sequence HLA-B40:02. The binding affinity (normalized) is 0.508. (10) The binding affinity (normalized) is 0.907. The MHC is HLA-A02:17 with pseudo-sequence HLA-A02:17. The peptide sequence is MLWMADVPL.